From a dataset of Experimentally validated miRNA-target interactions with 360,000+ pairs, plus equal number of negative samples. Binary Classification. Given a miRNA mature sequence and a target amino acid sequence, predict their likelihood of interaction. (1) The miRNA is hsa-miR-4530 with sequence CCCAGCAGGACGGGAGCG. The protein sequence of the target gene is MSRSPDAKEDPVECPLCMEPLEIDDINFFPCTCGYQICRFCWHRIRTDENGLCPACRKPYPEDPAVYKPLSQEELQRIKNEKKQKQNERKQKISENRKHLASVRVVQKNLVFVVGLSQRLADPEVLKRPEYFGKFGKIHKVVINNSTSYAGSQGPSASAYVTYIRSEDALRAIQCVNNVVVDGRTLKASLGTTKYCSYFLKNMQCPKPDCMYLHELGDEAASFTKEEMQAGKHQEYEQKLLQELYKLNPNFLQLSTGSVDKNKNKVTPLQRYDTPIDKPSDSLSIGNGDNSQQISNSDTP.... Result: 0 (no interaction). (2) The miRNA is cel-miR-1018 with sequence AGAGAGAUCAUUGGACUUACAG. The protein sequence of the target gene is MLRAGWLRGAAALALLLAARVVAAFEPITVGLAIGAASAITGYLSYNDIYCRFAECCREERPLNASALKLDLEEKLFGQHLATEVIFKALTGFRNNKNPKKPLTLSLHGWAGTGKNFVSQIVAENLHPKGLKSNFVHLFVSTLHFPHEQKIKLYQDQLQKWIRGNVSACANSVFIFDEMDKLHPGIIDAIKPFLDYYEQVDGVSYRKAIFIFLSNAGGDLITKTALDFWRAGRKREDIQLKDLEPVLSVGVFNNKHSGLWHSGLIDKNLIDYFIPFLPLEYRHVKMCVRAEMRARGSAID.... Result: 0 (no interaction). (3) The miRNA is rno-miR-15b-5p with sequence UAGCAGCACAUCAUGGUUUACA. The protein sequence of the target gene is MRLLAGWLCLSLASVWLARRMWTLRSPLSRSLYVNMTSGPGGPAAAAGGGKDTHQWYVCNREKLCESLQSVFVQSYLDQGTQIFLNNSIEKSGWLFIQLYHSFVSSVFSLFMSRTSINGLLGRGSMFVFSPDQFQRLLRINPDWKTHRLLDLGAGDGEVTKIMSPHFEEIYATELSETMIWQLQKKKYRVLGINEWQNTGFQYDVISCLNLLDRCDQPLTLLKDIRSVLEPTQGRVILALVLPFHPYVENVGGKWEKPSEILEIKGQNWEEQVNSLPEVFRKAGFVVEAFTRLPYLCEGD.... Result: 0 (no interaction).